From a dataset of Reaction yield outcomes from USPTO patents with 853,638 reactions. Predict the reaction yield, written as a fraction of the theoretical maximum amount of product (1.0 means a 100% yield; for example, 0.34 means a 34% yield). (1) The reactants are [F:1][C:2]1[CH:11]=[C:10]2[C:5]([CH:6]=[C:7]([C@@H:19]([NH:21][C:22]([C:24]3[CH:32]=[CH:31][CH:30]=[CH:29][C:25]=3[C:26](O)=[O:27])=[O:23])[CH3:20])[C:8]([C:12]3[CH:17]=[CH:16][CH:15]=[C:14]([F:18])[CH:13]=3)=[N:9]2)=[CH:4][CH:3]=1.Cl. The catalyst is CCO. The product is [F:1][C:2]1[CH:11]=[C:10]2[C:5]([CH:6]=[C:7]([C@@H:19]([N:21]3[C:22](=[O:23])[C:24]4[C:25](=[CH:29][CH:30]=[CH:31][CH:32]=4)[C:26]3=[O:27])[CH3:20])[C:8]([C:12]3[CH:17]=[CH:16][CH:15]=[C:14]([F:18])[CH:13]=3)=[N:9]2)=[CH:4][CH:3]=1. The yield is 0.490. (2) The reactants are [NH2:1][C:2]1[S:6][C:5]2[CH2:7][CH2:8][CH2:9][C:4]=2[C:3]=1[C:10]([C:12]1[O:13][CH:14]=[CH:15][CH:16]=1)=O.[CH3:17][C:18](=O)[CH2:19][C:20](=[O:22])[CH3:21]. The catalyst is C(O)(=O)C.S(=O)(=O)(O)O. The product is [O:13]1[CH:14]=[CH:15][CH:16]=[C:12]1[C:10]1[C:19]([C:20](=[O:22])[CH3:21])=[C:18]([CH3:17])[N:1]=[C:2]2[S:6][C:5]3[CH2:7][CH2:8][CH2:9][C:4]=3[C:3]=12. The yield is 0.310. (3) The reactants are [Br:1][C:2]1[C:3]([CH:14](C(OCC)=O)C(OCC)=O)=[N:4][CH:5]=[C:6]([S:8]([N:11]([CH3:13])[CH3:12])(=[O:10])=[O:9])[CH:7]=1.Cl. The catalyst is O. The product is [Br:1][C:2]1[CH:7]=[C:6]([S:8]([N:11]([CH3:12])[CH3:13])(=[O:10])=[O:9])[CH:5]=[N:4][C:3]=1[CH3:14]. The yield is 0.860. (4) The yield is 0.850. The reactants are [C:1]([O:5][CH2:6][CH3:7])(=[O:4])C#C.[Cl:8][C:9]1[N:10]=[C:11]([NH:17][C:18]2[CH:23]=[CH:22][CH:21]=[CH:20][C:19]=2[F:24])[C:12](=O)O[C:14]=1[CH3:15].[C:25](OCCCC)(=O)C. No catalyst specified. The product is [CH2:6]([O:5][C:1](=[O:4])[C:12]1[CH:15]=[C:14]([CH3:25])[C:9]([Cl:8])=[N:10][C:11]=1[NH:17][C:18]1[CH:23]=[CH:22][CH:21]=[CH:20][C:19]=1[F:24])[CH3:7]. (5) The reactants are [O:1]1[C:5]2=[N:6][CH:7]=[CH:8][CH:9]=[C:4]2[CH2:3][C:2]21[CH:14]1[CH2:15][CH2:16][N:11]([CH2:12][CH2:13]1)[CH2:10]2.C([O-])(=O)C.[Na+].[Br:22]Br.C(=O)([O-])[O-].[Na+].[Na+]. The catalyst is C(O)(=O)C. The product is [Br:22][C:8]1[CH:9]=[C:4]2[CH2:3][C:2]3([CH:14]4[CH2:13][CH2:12][N:11]([CH2:16][CH2:15]4)[CH2:10]3)[O:1][C:5]2=[N:6][CH:7]=1. The yield is 0.810. (6) The reactants are [C:1]1([C:7]([C:15]2[CH:20]=[CH:19][CH:18]=[CH:17][CH:16]=2)([C:9]2[CH:14]=[CH:13][CH:12]=[CH:11][CH:10]=2)[SH:8])[CH:6]=[CH:5][CH:4]=[CH:3][CH:2]=1.[CH3:21][O:22][C:23]([C@@H:25]1[CH2:29][C@H:28](Cl)[CH2:27][N:26]1[C:31]([O:33][C:34]([CH3:37])([CH3:36])[CH3:35])=[O:32])=[O:24]. The catalyst is CN(C=O)C. The product is [CH3:21][O:22][C:23]([C@@H:25]1[CH2:29][C@@H:28]([S:8][C:7]([C:1]2[CH:2]=[CH:3][CH:4]=[CH:5][CH:6]=2)([C:9]2[CH:10]=[CH:11][CH:12]=[CH:13][CH:14]=2)[C:15]2[CH:16]=[CH:17][CH:18]=[CH:19][CH:20]=2)[CH2:27][N:26]1[C:31]([O:33][C:34]([CH3:37])([CH3:36])[CH3:35])=[O:32])=[O:24]. The yield is 0.870. (7) The reactants are [C:1]([C:3]1[C:11]2[C:6](=[CH:7][CH:8]=[C:9]([C:12]([O:14]C)=[O:13])[CH:10]=2)[NH:5][N:4]=1)#[N:2].[OH-].[Li+]. The catalyst is C(O)C.O. The product is [C:1]([C:3]1[C:11]2[C:6](=[CH:7][CH:8]=[C:9]([C:12]([OH:14])=[O:13])[CH:10]=2)[NH:5][N:4]=1)#[N:2]. The yield is 0.820. (8) The product is [Br:9][C:10]1[CH:11]=[C:12]([NH:13][C:6]2[N:5]=[CH:4][N:3]=[C:2]([NH:29][CH2:28][CH2:26][OH:27])[CH:7]=2)[CH:14]=[CH:15][CH:16]=1. The catalyst is CCCCO. The reactants are Cl[C:2]1[CH:7]=[C:6](Cl)[N:5]=[CH:4][N:3]=1.[Br:9][C:10]1[CH:11]=[C:12]([CH:14]=[CH:15][CH:16]=1)[NH2:13].CCN(C(C)C)C(C)C.[CH2:26]([CH2:28][NH2:29])[OH:27]. The yield is 0.600. (9) The reactants are [Cl:1][C:2]1[C:7]([OH:8])=[CH:6][CH:5]=[CH:4][N:3]=1.[N+:9]([O-])([OH:11])=[O:10]. The catalyst is S(=O)(=O)(O)O.O. The product is [Cl:1][C:2]1[C:7]([OH:8])=[C:6]([N+:9]([O-:11])=[O:10])[CH:5]=[CH:4][N:3]=1. The yield is 0.240. (10) The reactants are [Cl:1][C:2]1[CH:3]=[C:4]([CH:7]=[C:8]([OH:11])[C:9]=1[OH:10])[CH:5]=[O:6].[C:12]([O-])([O-])=O.[Cs+].[Cs+].O. The catalyst is CN(C=O)C. The product is [Cl:1][C:2]1[C:9]2[O:10][CH2:12][O:11][C:8]=2[CH:7]=[C:4]([CH:5]=[O:6])[CH:3]=1. The yield is 0.700.